From a dataset of Full USPTO retrosynthesis dataset with 1.9M reactions from patents (1976-2016). Predict the reactants needed to synthesize the given product. (1) Given the product [Cl:45][C:28]1[C:29]([Cl:44])=[C:30]([S:33](=[O:34])(=[O:35])[NH:36][C@@H:37]([CH2:42][CH3:43])[C:38]([F:39])([F:40])[F:41])[CH:31]=[CH:32][C:27]=1[C:11]1[S:10][C:9]([C:12]2[O:16][C:15]([CH2:17][C:18]([CH3:24])([CH3:23])[C:19]([OH:21])=[O:20])=[N:14][N:13]=2)=[N:8][C:7]=1[CH2:6][CH:4]1[CH2:3][C:2]([F:25])([F:1])[CH2:5]1, predict the reactants needed to synthesize it. The reactants are: [F:1][C:2]1([F:25])[CH2:5][CH:4]([CH2:6][C:7]2[N:8]=[C:9]([C:12]3[O:16][C:15]([CH2:17][C:18]([CH3:24])([CH3:23])[C:19]([O:21]C)=[O:20])=[N:14][N:13]=3)[S:10][CH:11]=2)[CH2:3]1.Br[C:27]1[CH:32]=[CH:31][C:30]([S:33]([NH:36][C@@H:37]([CH2:42][CH3:43])[C:38]([F:41])([F:40])[F:39])(=[O:35])=[O:34])=[C:29]([Cl:44])[C:28]=1[Cl:45]. (2) Given the product [C:9]1([CH:15]([CH:16]=[CH:17][CH2:1][CH2:2][CH2:3][CH2:4][CH2:5][CH3:6])[CH3:18])[CH:14]=[CH:13][CH:12]=[CH:11][CH:10]=1, predict the reactants needed to synthesize it. The reactants are: [CH2:1]=[CH:2][CH2:3][CH2:4][CH2:5][CH2:6]CC.[C:9]1([CH:15]([CH3:18])[CH:16]=[CH2:17])[CH:14]=[CH:13][CH:12]=[CH:11][CH:10]=1. (3) Given the product [CH:1]1([CH2:4][CH2:5][O:6][CH2:7][C:8]2[N:13]=[C:12]([NH:14][S:22]([C:19]3[CH:20]=[CH:21][C:16]([F:15])=[C:17]([C:26]([F:29])([F:27])[F:28])[CH:18]=3)(=[O:24])=[O:23])[CH:11]=[CH:10][CH:9]=2)[CH2:3][CH2:2]1, predict the reactants needed to synthesize it. The reactants are: [CH:1]1([CH2:4][CH2:5][O:6][CH2:7][C:8]2[N:13]=[C:12]([NH2:14])[CH:11]=[CH:10][CH:9]=2)[CH2:3][CH2:2]1.[F:15][C:16]1[CH:21]=[CH:20][C:19]([S:22](Cl)(=[O:24])=[O:23])=[CH:18][C:17]=1[C:26]([F:29])([F:28])[F:27].